From a dataset of Tyrosyl-DNA phosphodiesterase HTS with 341,365 compounds. Binary Classification. Given a drug SMILES string, predict its activity (active/inactive) in a high-throughput screening assay against a specified biological target. The molecule is Clc1c(NC(=O)C(Sc2oc(nn2)c2sccc2)c2ccccc2)cc(cc1)C(F)(F)F. The result is 0 (inactive).